This data is from Forward reaction prediction with 1.9M reactions from USPTO patents (1976-2016). The task is: Predict the product of the given reaction. The product is: [Cl:15][C:16]1[CH:17]=[C:18]([C@@H:24]([CH2:40][C@@H:41]2[CH2:61][CH2:60][C:43]3([O:47][C@@H:46]([C:48]4[CH:53]=[CH:52][CH:51]=[CH:50][CH:49]=4)[C@H:45]([C:54]4[CH:59]=[CH:58][CH:57]=[CH:56][CH:55]=4)[O:44]3)[CH2:42]2)[C:25]([N:27]([C@H:29]([CH3:38])[C@H:30]([OH:37])[C:31]2[CH:32]=[CH:33][CH:34]=[CH:35][CH:36]=2)[CH3:28])=[O:26])[CH:19]=[CH:20][C:21]=1[S:22][CH3:23]. Given the reactants C[Si](C)(C)N[Si](C)(C)C.C([Li])CCC.[Cl:15][C:16]1[CH:17]=[C:18]([CH2:24][C:25]([N:27]([C@H:29]([CH3:38])[C@H:30]([OH:37])[C:31]2[CH:36]=[CH:35][CH:34]=[CH:33][CH:32]=2)[CH3:28])=[O:26])[CH:19]=[CH:20][C:21]=1[S:22][CH3:23].I[CH2:40][C@@H:41]1[CH2:61][CH2:60][C:43]2([O:47][C@@H:46]([C:48]3[CH:53]=[CH:52][CH:51]=[CH:50][CH:49]=3)[C@H:45]([C:54]3[CH:59]=[CH:58][CH:57]=[CH:56][CH:55]=3)[O:44]2)[CH2:42]1.CN1CCCN(C)C1=O.[Cl-].[NH4+], predict the reaction product.